From a dataset of Forward reaction prediction with 1.9M reactions from USPTO patents (1976-2016). Predict the product of the given reaction. (1) Given the reactants [CH3:1][O:2][C:3]([C:5]1[C:10]2[S:11][C:12]([CH3:14])=[CH:13][C:9]=2[CH:8]=[CH:7][CH:6]=1)=[O:4].[Br:15]Br, predict the reaction product. The product is: [CH3:1][O:2][C:3]([C:5]1[C:10]2[S:11][C:12]([CH3:14])=[C:13]([Br:15])[C:9]=2[CH:8]=[CH:7][CH:6]=1)=[O:4]. (2) Given the reactants [NH2:1][C:2]1[N:6]([CH2:7][CH2:8][OH:9])[N:5]=[CH:4][CH:3]=1.N1C=CN=C1.[C:15]([Si:19](Cl)([C:26]1[CH:31]=[CH:30][CH:29]=[CH:28][CH:27]=1)[C:20]1[CH:25]=[CH:24][CH:23]=[CH:22][CH:21]=1)([CH3:18])([CH3:17])[CH3:16], predict the reaction product. The product is: [Si:19]([O:9][CH2:8][CH2:7][N:6]1[C:2]([NH2:1])=[CH:3][CH:4]=[N:5]1)([C:15]([CH3:18])([CH3:17])[CH3:16])([C:26]1[CH:27]=[CH:28][CH:29]=[CH:30][CH:31]=1)[C:20]1[CH:25]=[CH:24][CH:23]=[CH:22][CH:21]=1. (3) Given the reactants [Cl:1][C:2]1[N:7]=[C:6]([C:8]([OH:10])=[O:9])[CH:5]=[CH:4][C:3]=1[O:11][CH2:12][O:13][CH3:14].[CH3:15][Si](C=[N+]=[N-])(C)C, predict the reaction product. The product is: [Cl:1][C:2]1[N:7]=[C:6]([C:8]([O:10][CH3:15])=[O:9])[CH:5]=[CH:4][C:3]=1[O:11][CH2:12][O:13][CH3:14]. (4) Given the reactants [O:1]=[C:2]1[CH2:7][CH2:6][C:5]([C:10]2[CH:15]=[CH:14][CH:13]=[CH:12][CH:11]=2)([C:8]#[N:9])[CH2:4][CH2:3]1.[Br:16]C1CC(C(C)C)CCC1=O, predict the reaction product. The product is: [Br:16][CH:7]1[C:2](=[O:1])[CH2:3][CH2:4][C:5]([C:10]2[CH:11]=[CH:12][CH:13]=[CH:14][CH:15]=2)([C:8]#[N:9])[CH2:6]1. (5) The product is: [CH3:38][N:37]([CH3:40])[CH2:36][CH2:35][NH:39][C:32]([C:10]1[C:9]2[N:8]=[C:7]3[C:2]([CH3:1])=[CH:3][CH:4]=[CH:5][C:6]3=[CH:15][C:14]=2[C:13](=[O:16])[N:12]([C:17]2[CH:22]=[CH:21][C:20]([B:23]3[O:27][C:26]([CH3:29])([CH3:28])[C:25]([CH3:31])([CH3:30])[O:24]3)=[CH:19][CH:18]=2)[CH:11]=1)=[O:34]. Given the reactants [CH3:1][C:2]1[C:7]2=[N:8][C:9]3[C:10]([C:32]([OH:34])=O)=[CH:11][N:12]([C:17]4[CH:22]=[CH:21][C:20]([B:23]5[O:27][C:26]([CH3:29])([CH3:28])[C:25]([CH3:31])([CH3:30])[O:24]5)=[CH:19][CH:18]=4)[C:13](=[O:16])[C:14]=3[CH:15]=[C:6]2[CH:5]=[CH:4][CH:3]=1.[CH:35]1[N:39]=[CH:38][N:37]([C:40](N2C=NC=C2)=O)[CH:36]=1, predict the reaction product. (6) Given the reactants [CH:1]1[CH:2]=[C:3]([CH2:6][NH:7][C:8]2[C:13]([C:14]3[N:18]=[N:17][NH:16][N:15]=3)=[CH:12][C:11]([S:19]([NH2:22])(=[O:21])=[O:20])=[C:10]([Cl:23])[CH:9]=2)[S:4][CH:5]=1.[CH2:24]=O.CO.C(Cl)Cl.CN([CH:34]=[O:35])C, predict the reaction product. The product is: [Cl:23][C:10]1[CH:9]=[C:8]([NH:7][CH2:6][C:3]2[S:4][CH:5]=[CH:1][CH:2]=2)[C:13]([C:14]2[N:15]([CH2:24][O:35][CH3:34])[N:16]=[N:17][N:18]=2)=[CH:12][C:11]=1[S:19]([NH2:22])(=[O:21])=[O:20]. (7) Given the reactants C([O:3][C:4]([C:6]1[CH:7]=[N:8][C:9]2[C:14]([C:15]=1[OH:16])=[CH:13][CH:12]=[CH:11][CH:10]=2)=[O:5])C, predict the reaction product. The product is: [O:16]=[C:15]1[C:14]2[C:9](=[CH:10][CH:11]=[CH:12][CH:13]=2)[NH:8][CH:7]=[C:6]1[C:4]([OH:5])=[O:3]. (8) Given the reactants [CH3:1][O:2][C:3](=[O:19])[CH:4]([C:9]1[CH:14]=[CH:13][C:12]([Br:15])=[CH:11][C:10]=1[N+:16]([O-:18])=[O:17])[C:5]([O:7][CH3:8])=[O:6].CI.[C:22]([O-])([O-])=O.[K+].[K+], predict the reaction product. The product is: [CH3:1][O:2][C:3](=[O:19])[C:4]([C:9]1[CH:14]=[CH:13][C:12]([Br:15])=[CH:11][C:10]=1[N+:16]([O-:18])=[O:17])([CH3:22])[C:5]([O:7][CH3:8])=[O:6]. (9) Given the reactants [N+:1]([C:3]1[CH:14]=[CH:13][CH:12]=[CH:11][C:4]=1[CH2:5][NH:6][C:7]([NH:9][CH3:10])=[O:8])#[C-:2].[C:15]([CH2:17][C:18]([OH:20])=O)#[N:16].CN(C)C=O.CS(Cl)(=O)=O, predict the reaction product. The product is: [C:15]([CH2:17][C:18]([N:9]([CH3:10])[C:7](=[O:8])[NH:6][CH2:5][C:4]1[CH:11]=[CH:12][CH:13]=[CH:14][C:3]=1[N+:1]#[C-:2])=[O:20])#[N:16]. (10) Given the reactants [Cl:1][C:2]1[CH:3]=[CH:4][C:5]2[N:11]3[CH:12]=[CH:13][CH:14]=[C:10]3[CH:9]([CH2:15][C:16]([O:18]C)=[O:17])[O:8][CH:7]([C:20]3[C:29]4[C:24](=[CH:25][CH:26]=[CH:27][CH:28]=4)[CH:23]=[CH:22][CH:21]=3)[C:6]=2[CH:30]=1.CO.[OH-].[Na+].C(O)(=O)CC(CC(O)=O)(C(O)=O)O, predict the reaction product. The product is: [Cl:1][C:2]1[CH:3]=[CH:4][C:5]2[N:11]3[CH:12]=[CH:13][CH:14]=[C:10]3[CH:9]([CH2:15][C:16]([OH:18])=[O:17])[O:8][CH:7]([C:20]3[C:29]4[C:24](=[CH:25][CH:26]=[CH:27][CH:28]=4)[CH:23]=[CH:22][CH:21]=3)[C:6]=2[CH:30]=1.